Dataset: Forward reaction prediction with 1.9M reactions from USPTO patents (1976-2016). Task: Predict the product of the given reaction. (1) Given the reactants [F:1][C:2]([F:13])([F:12])[C:3]1[N:4]=[C:5]2[CH:10]=[N:9][CH:8]=[CH:7][N:6]2[CH:11]=1.C[OH:15], predict the reaction product. The product is: [OH-:15].[NH4+:4].[F:12][C:2]([F:1])([F:13])[C:3]1[N:4]=[C:5]2[CH2:10][NH:9][CH2:8][CH2:7][N:6]2[CH:11]=1. (2) Given the reactants Br[C:2]1[CH:7]=[CH:6][CH:5]=[CH:4][C:3]=1[F:8].[CH3:9][N:10]1[CH2:15][CH2:14][CH:13]([NH:16][CH3:17])[CH2:12][CH2:11]1.C1C=CC(P(C2C(C3C(P(C4C=CC=CC=4)C4C=CC=CC=4)=CC=C4C=3C=CC=C4)=C3C(C=CC=C3)=CC=2)C2C=CC=CC=2)=CC=1.CC(C)([O-])C.[Na+], predict the reaction product. The product is: [CH3:9][N:10]1[CH2:15][CH2:14][CH:13]([NH:16][CH2:17][C:2]2[CH:7]=[CH:6][CH:5]=[CH:4][C:3]=2[F:8])[CH2:12][CH2:11]1. (3) Given the reactants P(Cl)(Cl)([Cl:3])=O.[NH:6]1[C:15]2[C:10](=[CH:11][CH:12]=[CH:13][N:14]=2)[CH:9]=[CH:8][C:7]1=O, predict the reaction product. The product is: [Cl:3][C:7]1[CH:8]=[CH:9][C:10]2[C:15](=[N:14][CH:13]=[CH:12][CH:11]=2)[N:6]=1. (4) Given the reactants [F:1][C:2]1[CH:3]=[C:4]([CH2:8][N:9]2[C:13]3[CH:14]=[C:15]([C:18]4[CH:23]=[CH:22][N:21]=[C:20]5[NH:24][C:25]([CH:27]6[CH2:32][CH2:31][NH:30][CH2:29][CH2:28]6)=[CH:26][C:19]=45)[CH:16]=[CH:17][C:12]=3[N:11]=[CH:10]2)[CH:5]=[N:6][CH:7]=1.FC(F)(F)C([O-])=O.C(N(CC)CC)C.[N:47]([CH3:50])=[C:48]=[O:49], predict the reaction product. The product is: [F:1][C:2]1[CH:3]=[C:4]([CH2:8][N:9]2[C:13]3[CH:14]=[C:15]([C:18]4[CH:23]=[CH:22][N:21]=[C:20]5[NH:24][C:25]([CH:27]6[CH2:32][CH2:31][N:30]([C:48]([NH:47][CH3:50])=[O:49])[CH2:29][CH2:28]6)=[CH:26][C:19]=45)[CH:16]=[CH:17][C:12]=3[N:11]=[CH:10]2)[CH:5]=[N:6][CH:7]=1. (5) Given the reactants [CH3:1][O:2][C:3]1[C:8]2[CH:9]([NH:12][C:13]3[CH:22]=[CH:21][C:20]4[C:15](=[CH:16][CH:17]=[C:18]([NH2:23])[CH:19]=4)[N:14]=3)[CH2:10][O:11][C:7]=2[CH:6]=[CH:5][CH:4]=1.[CH:24]1([C:27](O)=[O:28])[CH2:26][CH2:25]1, predict the reaction product. The product is: [CH3:1][O:2][C:3]1[C:8]2[CH:9]([NH:12][C:13]3[CH:22]=[CH:21][C:20]4[C:15](=[CH:16][CH:17]=[C:18]([NH:23][C:27]([CH:24]5[CH2:26][CH2:25]5)=[O:28])[CH:19]=4)[N:14]=3)[CH2:10][O:11][C:7]=2[CH:6]=[CH:5][CH:4]=1. (6) The product is: [ClH:27].[CH2:19]([O:3][C@H:4]1[CH2:9][CH2:8][CH2:7][NH:6][CH2:5]1)[CH:18]=[CH2:17]. Given the reactants [H-].[Na+].[OH:3][C@H:4]1[CH2:9][CH2:8][CH2:7][N:6](C(OC(C)(C)C)=O)[CH2:5]1.[CH2:17](I)[CH:18]=[CH2:19].O1CCOCC1.[ClH:27], predict the reaction product. (7) Given the reactants CO[C:3]([C:5]1[C:6](=[O:29])[O:7][C:8]2[C:13]([C:14]=1[OH:15])=[CH:12][CH:11]=[C:10]([C:16]1[CH:21]=[CH:20][C:19]([O:22][C:23]3[CH:28]=[CH:27][CH:26]=[CH:25][CH:24]=3)=[CH:18][CH:17]=1)[CH:9]=2)=[O:4].[NH2:30][CH2:31][C:32]([O-:34])=[O:33].[Na+], predict the reaction product. The product is: [OH:15][C:14]1[C:13]2[C:8](=[CH:9][C:10]([C:16]3[CH:21]=[CH:20][C:19]([O:22][C:23]4[CH:24]=[CH:25][CH:26]=[CH:27][CH:28]=4)=[CH:18][CH:17]=3)=[CH:11][CH:12]=2)[O:7][C:6](=[O:29])[C:5]=1[C:3]([NH:30][CH2:31][C:32]([OH:34])=[O:33])=[O:4].